The task is: Predict the reaction yield, written as a fraction of the theoretical maximum amount of product (1.0 means a 100% yield; for example, 0.34 means a 34% yield).. This data is from Reaction yield outcomes from USPTO patents with 853,638 reactions. (1) The reactants are C([O:4][CH2:5][C:6]1[C:11]([C:12]2[CH:17]=[C:16]([NH:18][C:19]3[CH:24]=[CH:23][C:22]([C:25]([N:27]4[CH2:32][CH2:31][C:30]([OH:34])([CH3:33])[CH2:29][CH2:28]4)=[O:26])=[CH:21][N:20]=3)[C:15](=[O:35])[N:14]([CH3:36])[N:13]=2)=[CH:10][CH:9]=[CH:8][C:7]=1[N:37]1[N:46]=[CH:45][C:44]2[C:39](=[C:40]([F:51])[CH:41]=[C:42]([C:47]([CH3:50])([CH3:49])[CH3:48])[CH:43]=2)[C:38]1=[O:52])(=O)C.[Li+].[OH-]. The catalyst is O1CCOCC1. The product is [C:47]([C:42]1[CH:43]=[C:44]2[C:39](=[C:40]([F:51])[CH:41]=1)[C:38](=[O:52])[N:37]([C:7]1[CH:8]=[CH:9][CH:10]=[C:11]([C:12]3[CH:17]=[C:16]([NH:18][C:19]4[CH:24]=[CH:23][C:22]([C:25]([N:27]5[CH2:28][CH2:29][C:30]([OH:34])([CH3:33])[CH2:31][CH2:32]5)=[O:26])=[CH:21][N:20]=4)[C:15](=[O:35])[N:14]([CH3:36])[N:13]=3)[C:6]=1[CH2:5][OH:4])[N:46]=[CH:45]2)([CH3:48])([CH3:49])[CH3:50]. The yield is 0.140. (2) The reactants are [N+:1]([C:4]1[CH:9]=[CH:8][C:7]([NH2:10])=[CH:6][CH:5]=1)([O-:3])=[O:2].[CH3:11][S:12](Cl)(=[O:14])=[O:13]. The catalyst is N1C=CC=CC=1. The product is [N+:1]([C:4]1[CH:9]=[CH:8][C:7]([NH:10][S:12]([CH3:11])(=[O:14])=[O:13])=[CH:6][CH:5]=1)([O-:3])=[O:2]. The yield is 0.640.